This data is from Full USPTO retrosynthesis dataset with 1.9M reactions from patents (1976-2016). The task is: Predict the reactants needed to synthesize the given product. (1) Given the product [Br:1][C:2]1[CH:7]=[C:6]([NH:8][S:9]([CH3:12])(=[O:11])=[O:10])[C:5]([I:17])=[CH:4][N:3]=1, predict the reactants needed to synthesize it. The reactants are: [Br:1][C:2]1[CH:7]=[C:6]([N:8](S(C)(=O)=O)[S:9]([CH3:12])(=[O:11])=[O:10])[C:5]([I:17])=[CH:4][N:3]=1.C1COCC1.[OH-].[Na+]. (2) The reactants are: C1(C)C=C(C)C=C(C)C=1S([O-])(=O)=O.[NH2:14][N+:15]1[CH:20]=[CH:19][C:18]([Br:21])=[CH:17][C:16]=1[Cl:22].C([O-])([O-])=O.[K+].[K+].[C:29]([C:35]([O:37][CH3:38])=[O:36])#[C:30][C:31]([O:33][CH3:34])=[O:32]. Given the product [CH3:34][O:33][C:31]([C:30]1[C:29]([C:35]([O:37][CH3:38])=[O:36])=[C:20]2[CH:19]=[C:18]([Br:21])[CH:17]=[C:16]([Cl:22])[N:15]2[N:14]=1)=[O:32], predict the reactants needed to synthesize it. (3) Given the product [CH3:8][C:5]1[N:4]=[C:3]([C:9]([O:11][CH3:12])=[O:10])[C:2]([N:16]2[N:15]=[C:14]([CH3:13])[CH:18]=[N:17]2)=[CH:7][CH:6]=1, predict the reactants needed to synthesize it. The reactants are: I[C:2]1[C:3]([C:9]([O:11][CH3:12])=[O:10])=[N:4][C:5]([CH3:8])=[CH:6][CH:7]=1.[CH3:13][C:14]1[N:15]=[N:16][NH:17][CH:18]=1.CN[C@@H]1CCCC[C@H]1NC.C(=O)([O-])[O-].[Cs+].[Cs+].[Si](C=[N+]=[N-])(C)(C)C.CCCCCC. (4) Given the product [F:1][C:2]1[CH:7]=[C:6]([N:8]([CH2:21][C:22]2[CH:23]=[C:24]([C:32]3[C:37]([CH3:38])=[CH:36][C:35]([O:39][CH2:49][C:50]4([OH:48])[CH2:55][CH2:54][S:53][CH2:52][CH2:51]4)=[CH:34][C:33]=3[CH3:40])[C:25]([O:28][CH:29]([CH3:31])[CH3:30])=[CH:26][CH:27]=2)[S:9]([C:12]2[CH:17]=[CH:16][CH:15]=[CH:14][C:13]=2[N+:18]([O-:20])=[O:19])(=[O:11])=[O:10])[CH:5]=[CH:4][C:3]=1[CH2:41][CH2:42][C:43]([O:45][CH2:46][CH3:47])=[O:44], predict the reactants needed to synthesize it. The reactants are: [F:1][C:2]1[CH:7]=[C:6]([N:8]([CH2:21][C:22]2[CH:23]=[C:24]([C:32]3[C:37]([CH3:38])=[CH:36][C:35]([OH:39])=[CH:34][C:33]=3[CH3:40])[C:25]([O:28][CH:29]([CH3:31])[CH3:30])=[CH:26][CH:27]=2)[S:9]([C:12]2[CH:17]=[CH:16][CH:15]=[CH:14][C:13]=2[N+:18]([O-:20])=[O:19])(=[O:11])=[O:10])[CH:5]=[CH:4][C:3]=1[CH2:41][CH2:42][C:43]([O:45][CH2:46][CH3:47])=[O:44].[O:48]1[C:50]2([CH2:55][CH2:54][S:53][CH2:52][CH2:51]2)[CH2:49]1.C(=O)([O-])[O-].[K+].[K+]. (5) The reactants are: [F:1][C:2]1([F:58])[C:6]2[N:7]([CH2:14][C:15]([NH:17][C@H:18]([C:28]3[C:33]([C:34]4[CH:35]=[CH:36][CH:37]=[C:38]5[C:42]=4[N:41]([CH3:43])[N:40]=[C:39]5[NH:44][S:45]([CH3:48])(=[O:47])=[O:46])=[CH:32][CH:31]=[C:30]([C:49]#[C:50][C:51]4([OH:56])[CH2:55][CH2:54]O[CH2:52]4)[N:29]=3)[CH2:19][C:20]3[CH:25]=[C:24]([F:26])[CH:23]=[C:22]([F:27])[CH:21]=3)=[O:16])[N:8]=[C:9]([C:10]([F:13])([F:12])[F:11])[C:5]=2[C@H:4]2[CH2:57][C@@H:3]12.C(C1(O)C[CH2:65][N:64](C)[CH2:63]C1)#C. Given the product [F:58][C:2]1([F:1])[C:6]2[N:7]([CH2:14][C:15]([NH:17][C@H:18]([C:28]3[C:33]([C:34]4[CH:35]=[CH:36][CH:37]=[C:38]5[C:42]=4[N:41]([CH3:43])[N:40]=[C:39]5[NH:44][S:45]([CH3:48])(=[O:46])=[O:47])=[CH:32][CH:31]=[C:30]([C:49]#[C:50][C:51]4([OH:56])[CH2:52][CH2:63][N:64]([CH3:65])[CH2:54][CH2:55]4)[N:29]=3)[CH2:19][C:20]3[CH:21]=[C:22]([F:27])[CH:23]=[C:24]([F:26])[CH:25]=3)=[O:16])[N:8]=[C:9]([C:10]([F:11])([F:13])[F:12])[C:5]=2[C@H:4]2[CH2:57][C@@H:3]12, predict the reactants needed to synthesize it. (6) Given the product [CH3:1][O:2][C:3]1[CH:12]=[C:11]2[C:6]([CH:7]=[CH:8][CH:9]=[C:10]2[CH2:13][CH2:14][N:15]2[C:23](=[O:24])[C:22]3[C:17](=[CH:18][CH:19]=[CH:20][CH:21]=3)[C:16]2=[O:25])=[CH:5][CH:4]=1, predict the reactants needed to synthesize it. The reactants are: [CH3:1][O:2][C:3]1[CH:12]=[C:11]2[C:6]([CH:7]=[CH:8][CH:9]=[C:10]2[CH:13]=[CH:14][N:15]2[C:23](=[O:24])[C:22]3[C:17](=[CH:18][CH:19]=[CH:20][CH:21]=3)[C:16]2=[O:25])=[CH:5][CH:4]=1. (7) The reactants are: O=[C:2]1[C:10]2[S:9][CH:8]=[CH:7][C:6]=2[CH2:5][CH2:4][CH:3]1[C:11]([O:13]C)=O.C(O)(=O)C.[CH:19]([NH2:21])=[NH:20]. Given the product [N:20]1[C:2]2[C:10]3[S:9][CH:8]=[CH:7][C:6]=3[CH2:5][CH2:4][C:3]=2[C:11]([OH:13])=[N:21][CH:19]=1, predict the reactants needed to synthesize it.